This data is from Catalyst prediction with 721,799 reactions and 888 catalyst types from USPTO. The task is: Predict which catalyst facilitates the given reaction. Reactant: [Cl:1][C:2]1[CH:7]=[CH:6][C:5]([NH:8][C:9]2[CH:10]=[C:11]([CH:25]([CH2:29][CH:30]([CH3:32])[CH3:31])[C:26]([OH:28])=[O:27])[CH:12]=[C:13]([C:15]3[CH:20]=[CH:19][C:18]([C:21]([F:24])([F:23])[F:22])=[CH:17][CH:16]=3)[CH:14]=2)=[CH:4][CH:3]=1.C([O-])(=O)C.[Na+].C1(C)C=CC=CC=1.[C:45](Cl)(=[O:50])[CH2:46][CH:47]([CH3:49])[CH3:48]. Product: [Cl:1][C:2]1[CH:3]=[CH:4][C:5]([N:8]([C:45](=[O:50])[CH2:46][CH:47]([CH3:49])[CH3:48])[C:9]2[CH:10]=[C:11]([CH:25]([CH2:29][CH:30]([CH3:32])[CH3:31])[C:26]([OH:28])=[O:27])[CH:12]=[C:13]([C:15]3[CH:16]=[CH:17][C:18]([C:21]([F:24])([F:22])[F:23])=[CH:19][CH:20]=3)[CH:14]=2)=[CH:6][CH:7]=1. The catalyst class is: 6.